This data is from Forward reaction prediction with 1.9M reactions from USPTO patents (1976-2016). The task is: Predict the product of the given reaction. Given the reactants C(N(CC)CC)C.[Cl:8][C:9]1[CH:10]=[C:11]([CH:44]=[CH:45][C:46]=1[F:47])[CH2:12][N:13]1[CH2:22][CH2:21][C:20]2[C:15](=[C:16]([OH:42])[C:17](=[O:41])[NH:18][C:19]=2[C:23]([N:25]([CH2:27][C@H:28]([O:34][CH:35]2[CH2:40][CH2:39][CH2:38][CH2:37][O:36]2)[C:29]([CH3:33])([CH3:32])[CH2:30][OH:31])[CH3:26])=[O:24])[C:14]1=[O:43].[CH3:48][S:49](Cl)(=[O:51])=[O:50], predict the reaction product. The product is: [Cl:8][C:9]1[CH:10]=[C:11]([CH:44]=[CH:45][C:46]=1[F:47])[CH2:12][N:13]1[CH2:22][CH2:21][C:20]2[C:19]([C:23]([N:25]([CH3:26])[CH2:27][C@H:28]([O:34][CH:35]3[CH2:40][CH2:39][CH2:38][CH2:37][O:36]3)[C:29]([CH3:33])([CH3:32])[CH2:30][O:31][S:49]([CH3:48])(=[O:51])=[O:50])=[O:24])=[N:18][C:17]([O:41][S:49]([CH3:48])(=[O:51])=[O:50])=[C:16]([O:42][S:49]([CH3:48])(=[O:51])=[O:50])[C:15]=2[C:14]1=[O:43].